From a dataset of Reaction yield outcomes from USPTO patents with 853,638 reactions. Predict the reaction yield, written as a fraction of the theoretical maximum amount of product (1.0 means a 100% yield; for example, 0.34 means a 34% yield). (1) The reactants are Cl[C:2]1[C:11]2[C:6](=[CH:7][CH:8]=[C:9]([O:12][CH3:13])[N:10]=2)[N:5]=[CH:4][C:3]=1[C:14]#[N:15].C(=O)([O-])[O-].[K+].[K+].CO[CH2:24][CH2:25]OC.O. No catalyst specified. The product is [CH:24]([C:2]1[C:11]2[C:6](=[CH:7][CH:8]=[C:9]([O:12][CH3:13])[N:10]=2)[N:5]=[CH:4][C:3]=1[C:14]#[N:15])=[CH2:25]. The yield is 0.650. (2) The product is [Br:23][C:24]1[CH:29]=[CH:28][C:27]([C:30]2[CH:31]=[N:32][C:9]3[N:34]([C:2]([CH2:12][C:13]4[CH:14]=[C:15]5[C:20](=[CH:21][CH:22]=4)[N:19]=[CH:18][CH:17]=[CH:16]5)=[CH:3][N:5]=3)[N:35]=2)=[CH:26][C:25]=1[F:37]. The reactants are Cl[CH:2]([CH2:12][C:13]1[CH:14]=[C:15]2[C:20](=[CH:21][CH:22]=1)[N:19]=[CH:18][CH:17]=[CH:16]2)[CH:3]([N:5]1[C:9](=O)CCC1=O)O.[Br:23][C:24]1[CH:29]=[CH:28][C:27]([C:30]2[N:35]=[N:34]C(N)=[N:32][CH:31]=2)=[CH:26][C:25]=1[F:37]. The catalyst is C(O)CCC. The yield is 0.0670.